This data is from Retrosynthesis with 50K atom-mapped reactions and 10 reaction types from USPTO. The task is: Predict the reactants needed to synthesize the given product. (1) Given the product CCCCCCCCCCCCCCCCCCCCOC(=O)c1ccccc1, predict the reactants needed to synthesize it. The reactants are: CCCCCCCCCCCCCCCCCCCCO.O=C(O)c1ccccc1. (2) Given the product COc1ccc(Cn2c3c(cc(C(=O)O)c2=O)CCOc2cc(Cl)ccc2-3)c(OC)c1, predict the reactants needed to synthesize it. The reactants are: COC(=O)c1cc2c(n(Cc3ccc(OC)cc3OC)c1=O)-c1ccc(Cl)cc1OCC2. (3) Given the product COc1c(F)cc(C=O)c(F)c1-c1cc2c(cc1C)C(C)(C)CC=C2C(C)C, predict the reactants needed to synthesize it. The reactants are: COc1c(F)cc(C2OCCO2)c(F)c1-c1cc2c(cc1C)C(C)(C)CC=C2C(C)C. (4) Given the product CC(C)(C(=O)O)c1ccccc1, predict the reactants needed to synthesize it. The reactants are: COC(=O)C(C)(C)c1ccccc1. (5) The reactants are: C1CCNC1.COc1ccccc1-c1n[nH]c2ncc(-c3cncc(C(=O)O)c3)cc12. Given the product COc1ccccc1-c1n[nH]c2ncc(-c3cncc(C(=O)N4CCCC4)c3)cc12, predict the reactants needed to synthesize it. (6) Given the product Cc1c(C(=O)Nc2ccc(C(F)(F)F)nc2)nc(-c2ccc(Cl)cc2Cl)n1-c1ccc(OCc2ccccc2)cc1, predict the reactants needed to synthesize it. The reactants are: Cc1c(C(=O)O)nc(-c2ccc(Cl)cc2Cl)n1-c1ccc(OCc2ccccc2)cc1.Nc1ccc(C(F)(F)F)nc1.